This data is from Forward reaction prediction with 1.9M reactions from USPTO patents (1976-2016). The task is: Predict the product of the given reaction. (1) Given the reactants [S:1](=[O:37])(=[O:36])([O:3][CH2:4][C@@H:5]1[C@@H:12]2[C@@H:8]([O:9]C(C)(C)[O:11]2)[C@H:7]([N:15]2[CH:23]=[N:22][C:21]3[C:16]2=[N:17][CH:18]=[N:19][C:20]=3[C:24]#[C:25][C:26]2[CH:31]=[CH:30][CH:29]=[CH:28][C:27]=2[C:32]([F:35])([F:34])[F:33])[O:6]1)[NH2:2], predict the reaction product. The product is: [S:1](=[O:36])(=[O:37])([O:3][CH2:4][C@@H:5]1[C@@H:12]([OH:11])[C@@H:8]([OH:9])[C@H:7]([N:15]2[CH:23]=[N:22][C:21]3[C:16]2=[N:17][CH:18]=[N:19][C:20]=3[C:24]#[C:25][C:26]2[CH:31]=[CH:30][CH:29]=[CH:28][C:27]=2[C:32]([F:35])([F:34])[F:33])[O:6]1)[NH2:2]. (2) Given the reactants [Cl:1][C:2]1[CH:7]=[CH:6][C:5]([S:8]([CH2:11][C:12](O)=O)(=[O:10])=[O:9])=[CH:4][CH:3]=1.[Cl:15][C:16]1[CH:23]=[CH:22][C:19](C=O)=[CH:18][CH:17]=1, predict the reaction product. The product is: [Cl:1][C:2]1[CH:7]=[CH:6][C:5]([S:8](/[CH:11]=[CH:12]/[C:19]2[CH:22]=[CH:23][C:16]([Cl:15])=[CH:17][CH:18]=2)(=[O:10])=[O:9])=[CH:4][CH:3]=1. (3) Given the reactants BrC1C=CC(OCC(N)=O)=C(C#N)C=1.BrC1C=CC2OC3C(=O)NC(CCl)=NC=3C=2C=1.[Cl:32][C:33]1[CH:34]=[CH:35][C:36]2[O:45][C:44]3[C:43](=[O:46])[NH:42][C:41]([CH2:47]Cl)=[N:40][C:39]=3[C:37]=2[CH:38]=1.N1CCCCC1.[CH3:55][N:56]1[CH2:61][CH2:60][NH:59][CH2:58][CH2:57]1, predict the reaction product. The product is: [Cl:32][C:33]1[CH:34]=[CH:35][C:36]2[O:45][C:44]3[C:43](=[O:46])[NH:42][C:41]([CH2:47][N:59]4[CH2:60][CH2:61][N:56]([CH3:55])[CH2:57][CH2:58]4)=[N:40][C:39]=3[C:37]=2[CH:38]=1. (4) Given the reactants [CH:1]1([N:4]([CH:18]2[CH2:23][CH2:22][N:21]([C:24](=[O:34])[C:25]3[CH:30]=[CH:29][CH:28]=[CH:27][C:26]=3[N+:31]([O-])=O)[CH2:20][CH2:19]2)[S:5]([C:8]2[CH:13]=[CH:12][CH:11]=[C:10]([C:14]([F:17])([F:16])[F:15])[CH:9]=2)(=[O:7])=[O:6])[CH2:3][CH2:2]1.[NH4+].[Cl-].O, predict the reaction product. The product is: [NH2:31][C:26]1[CH:27]=[CH:28][CH:29]=[CH:30][C:25]=1[C:24]([N:21]1[CH2:22][CH2:23][CH:18]([N:4]([CH:1]2[CH2:3][CH2:2]2)[S:5]([C:8]2[CH:13]=[CH:12][CH:11]=[C:10]([C:14]([F:17])([F:16])[F:15])[CH:9]=2)(=[O:7])=[O:6])[CH2:19][CH2:20]1)=[O:34]. (5) Given the reactants [CH3:1][C:2]1[CH:7]=[CH:6][N:5]2[CH:8]=[CH:9][N:10]=[C:4]2[CH:3]=1.C([O-])(=O)C.[Na+].[Br:16]Br.C(=O)([O-])O.[Na+], predict the reaction product. The product is: [Br:16][C:8]1[N:5]2[CH:6]=[CH:7][C:2]([CH3:1])=[CH:3][C:4]2=[N:10][CH:9]=1.